From a dataset of Reaction yield outcomes from USPTO patents with 853,638 reactions. Predict the reaction yield, written as a fraction of the theoretical maximum amount of product (1.0 means a 100% yield; for example, 0.34 means a 34% yield). (1) The product is [CH:45]1([C@H:40]([NH:39][C:37]([C:28]2[C:27]([NH:26][C:61](=[O:62])[CH2:60][C:53]3[C:54]([Cl:59])=[CH:55][CH:56]=[C:57]([Cl:58])[C:52]=3[Cl:51])=[CH:36][C:35]3[C:30](=[CH:31][CH:32]=[CH:33][CH:34]=3)[CH:29]=2)=[O:38])[C:41]([O:43][CH3:44])=[O:42])[CH2:50][CH2:49][CH2:48][CH2:47][CH2:46]1. The reactants are CN(C(ON1N=NC2C=CC=NC1=2)=[N+](C)C)C.F[P-](F)(F)(F)(F)F.Cl.[NH2:26][C:27]1[C:28]([C:37]([NH:39][C@@H:40]([CH:45]2[CH2:50][CH2:49][CH2:48][CH2:47][CH2:46]2)[C:41]([O:43][CH3:44])=[O:42])=[O:38])=[CH:29][C:30]2[C:35]([CH:36]=1)=[CH:34][CH:33]=[CH:32][CH:31]=2.[Cl:51][C:52]1[C:57]([Cl:58])=[CH:56][CH:55]=[C:54]([Cl:59])[C:53]=1[CH2:60][C:61](O)=[O:62].C(N(C(C)C)CC)(C)C. The catalyst is CN(C=O)C.CCCCCC.C(OCC)(=O)C. The yield is 0.450. (2) The reactants are [F:1][C:2]([F:13])([F:12])[C:3](=O)[CH2:4][C:5](=O)[C:6]([F:9])([F:8])[F:7].[N:14]1[S:15][N:16]=[C:17]2[C:22]([NH2:23])=[CH:21][CH:20]=[CH:19][C:18]=12. The catalyst is CC(O)=O. The product is [F:1][C:2]([F:13])([F:12])[C:3]1[C:21]2[CH:20]=[CH:19][C:18]3=[N:14][S:15][N:16]=[C:17]3[C:22]=2[N:23]=[C:5]([C:6]([F:9])([F:8])[F:7])[CH:4]=1. The yield is 0.703. (3) The yield is 0.130. The catalyst is C1COCC1. The reactants are [CH:1]([C:3]1[CH:11]=[C:10]2[C:6]([CH:7]=[N:8][NH:9]2)=[CH:5][CH:4]=1)=O.[C:12]([CH2:14][C:15]([NH:17][CH3:18])=[O:16])#[N:13].C1CCN2C(=NCCC2)CC1. The product is [C:12]([C:14](=[CH:1][C:3]1[CH:11]=[C:10]2[C:6]([CH:7]=[N:8][NH:9]2)=[CH:5][CH:4]=1)[C:15]([NH:17][CH3:18])=[O:16])#[N:13]. (4) The reactants are [O:1]1[CH:6]=[CH:5][CH2:4][CH2:3][CH2:2]1.[CH3:7][C:8]1[CH:9]=[CH:10][C:11](S(O)(=O)=O)=[CH:12][CH:13]=1.[OH2:18].Cl[CH2:20]Cl. No catalyst specified. The product is [C:13]([CH:12]([O:18][CH:6]1[CH2:5][CH2:4][CH2:3][CH2:2][O:1]1)[CH2:11][CH2:10][CH2:9][CH2:8][CH3:7])#[CH:20]. The yield is 0.850. (5) The reactants are [F:1][C:2]1[C:7]([CH3:8])=[CH:6][C:5]([C:9]2[CH:14]=[CH:13][CH:12]=[C:11]([F:15])[CH:10]=2)=[CH:4][C:3]=1[CH2:16][NH:17][C:18]1[C:19]([CH3:26])=[C:20]([OH:25])[CH:21]=[CH:22][C:23]=1[CH3:24].C([O-])([O-])=O.[Cs+].[Cs+].Br[CH2:34][C:35]([O:37][CH:38]([CH3:40])[CH3:39])=[O:36].O. The catalyst is CN(C=O)C. The product is [F:1][C:2]1[C:7]([CH3:8])=[CH:6][C:5]([C:9]2[CH:14]=[CH:13][CH:12]=[C:11]([F:15])[CH:10]=2)=[CH:4][C:3]=1[CH2:16][NH:17][C:18]1[C:19]([CH3:26])=[C:20]([CH:21]=[CH:22][C:23]=1[CH3:24])[O:25][CH2:34][C:35]([O:37][CH:38]([CH3:40])[CH3:39])=[O:36]. The yield is 0.660. (6) The reactants are [F:1][C:2]([C@@H:5]1[CH2:10][CH2:9][C@H:8]([OH:11])[CH2:7][CH2:6]1)([F:4])[CH3:3].[CH3:12][S:13](O[S:13]([CH3:12])(=[O:15])=[O:14])(=[O:15])=[O:14].C(N(CC)CC)C.O. The catalyst is C(Cl)Cl. The product is [CH3:12][S:13]([O:11][C@H:8]1[CH2:9][CH2:10][C@@H:5]([C:2]([F:4])([F:1])[CH3:3])[CH2:6][CH2:7]1)(=[O:15])=[O:14]. The yield is 0.820. (7) The reactants are C([N:4]1[C:8]([CH:9]([C:11]2[CH:16]=[CH:15][C:14]([Cl:17])=[CH:13][CH:12]=2)O)=[C:7]([C:18]([O:20]CC)=O)[N:6]=[C:5]1Br)C=C.[CH3:24]S(OS(C)(=O)=O)(=O)=O.[CH3:33][N:34]1[C:38]2[CH:39]=[C:40]([NH2:44])[CH:41]=[C:42]([CH3:43])[C:37]=2[N:36]=[N:35]1. The product is [Cl:17][C:14]1[CH:13]=[CH:12][C:11]([CH:9]2[C:8]3[NH:4][C:5]([CH3:24])=[N:6][C:7]=3[C:18](=[O:20])[N:44]2[C:40]2[CH:41]=[C:42]([CH3:43])[C:37]3[N:36]=[N:35][N:34]([CH3:33])[C:38]=3[CH:39]=2)=[CH:16][CH:15]=1. The catalyst is C(Cl)Cl. The yield is 0.880.